This data is from Catalyst prediction with 721,799 reactions and 888 catalyst types from USPTO. The task is: Predict which catalyst facilitates the given reaction. Reactant: [CH3:1][O:2][CH:3]([O:11][CH3:12])[CH2:4][CH2:5][CH2:6][C:7]([O:9][CH3:10])=[O:8].[CH2:13](O)CCO.C1(C)C=CC(S(O)(=O)=O)=CC=1.C(=O)(O)[O-].[Na+]. Product: [CH3:10][O:9][C:7](=[O:8])[CH2:6][CH2:5][CH2:4][CH:3]1[O:11][CH2:12][CH2:13][CH2:1][O:2]1. The catalyst class is: 715.